Dataset: Reaction yield outcomes from USPTO patents with 853,638 reactions. Task: Predict the reaction yield, written as a fraction of the theoretical maximum amount of product (1.0 means a 100% yield; for example, 0.34 means a 34% yield). (1) The reactants are [SH:1][C:2]([CH3:8])([CH3:7])[CH2:3][C:4]([OH:6])=[O:5].FC(F)(F)C(O)=O.[CH3:16][O:17][C:18]1[CH:25]=[C:24]([O:26][CH3:27])[CH:23]=[C:22]([O:28][CH3:29])[C:19]=1[CH2:20]O. The catalyst is C(Cl)Cl. The product is [CH3:7][C:2]([S:1][CH2:20][C:19]1[C:22]([O:28][CH3:29])=[CH:23][C:24]([O:26][CH3:27])=[CH:25][C:18]=1[O:17][CH3:16])([CH3:8])[CH2:3][C:4]([OH:6])=[O:5]. The yield is 0.700. (2) The reactants are C[O:2][C:3](=O)[C:4]1[CH:9]=[CH:8][C:7]([NH:10][C:11]([NH:13][C:14]2[CH:19]=[CH:18][CH:17]=[CH:16][C:15]=2[O:20][C:21]2[N:22]([C:27]3[CH:32]=[CH:31][CH:30]=[CH:29][C:28]=3[Cl:33])[N:23]=[C:24]([CH3:26])[CH:25]=2)=[O:12])=[CH:6][CH:5]=1.[Li+].[BH4-].C(OCC)C.O. The catalyst is O1CCCC1. The product is [Cl:33][C:28]1[CH:29]=[CH:30][CH:31]=[CH:32][C:27]=1[N:22]1[C:21]([O:20][C:15]2[CH:16]=[CH:17][CH:18]=[CH:19][C:14]=2[NH:13][C:11]([NH:10][C:7]2[CH:6]=[CH:5][C:4]([CH2:3][OH:2])=[CH:9][CH:8]=2)=[O:12])=[CH:25][C:24]([CH3:26])=[N:23]1. The yield is 0.220. (3) The reactants are [Br:1][C:2]1[C:7]([CH3:8])=[CH:6][C:5]([OH:9])=[CH:4][C:3]=1[CH3:10].[CH2:20]1[CH2:25][CH2:24][CH:23](N=C=N[CH:20]2[CH2:25][CH2:24][CH2:23][CH2:22][CH2:21]2)[CH2:22][CH2:21]1. The catalyst is CN(C)C1C=CN=CC=1.ClCCl. The product is [C:20]1([C:3]#[C:4][C:5]([O:9][C:5]2[CH:6]=[C:7]([CH3:8])[C:2]([Br:1])=[C:3]([CH3:10])[CH:4]=2)=[O:9])[CH:21]=[CH:22][CH:23]=[CH:24][CH:25]=1. The yield is 1.00. (4) The reactants are [N+:1]([C:4]1[CH:8]=[N:7][NH:6][C:5]=1[NH2:9])([O-:3])=[O:2].CN(C)[CH:12]=[CH:13][C:14]([C:16]1[CH:17]=[C:18]([N:22]([CH2:27][CH2:28][CH3:29])[S:23]([CH3:26])(=[O:25])=[O:24])[CH:19]=[CH:20][CH:21]=1)=O.C(OCC)(=O)C. The catalyst is C(O)(=O)C. The product is [N+:1]([C:4]1[CH:8]=[N:7][N:6]2[C:14]([C:16]3[CH:17]=[C:18]([N:22]([CH2:27][CH2:28][CH3:29])[S:23]([CH3:26])(=[O:25])=[O:24])[CH:19]=[CH:20][CH:21]=3)=[CH:13][CH:12]=[N:9][C:5]=12)([O-:3])=[O:2]. The yield is 0.530. (5) The reactants are B.C1COCC1.[CH2:7]([O:9][C:10]([C@@H:12]1[CH2:14][C@H:13]1[C:15]([OH:17])=O)=[O:11])[CH3:8].[C:18]([Si:22](Cl)([C:29]1[CH:34]=[CH:33][CH:32]=[CH:31][CH:30]=1)[C:23]1[CH:28]=[CH:27][CH:26]=[CH:25][CH:24]=1)([CH3:21])([CH3:20])[CH3:19].N1C=CN=C1. The catalyst is C1COCC1.O.CO. The product is [Si:22]([O:17][CH2:15][C@@H:13]1[CH2:14][C@H:12]1[C:10]([O:9][CH2:7][CH3:8])=[O:11])([C:18]([CH3:21])([CH3:20])[CH3:19])([C:29]1[CH:30]=[CH:31][CH:32]=[CH:33][CH:34]=1)[C:23]1[CH:28]=[CH:27][CH:26]=[CH:25][CH:24]=1. The yield is 0.790. (6) The reactants are [Br:1][C:2]1[C:7]([CH2:8][C:9]2([CH2:12][O:13][C:14]3[CH:19]=[CH:18][C:17]([O:20][CH3:21])=[CH:16][CH:15]=3)[CH2:11][CH2:10]2)=[C:6]([CH3:22])[NH:5][C:4](=[O:23])[C:3]=1[CH:24]([CH3:26])[CH3:25].I[CH3:28]. The catalyst is C1C=CC=CC=1.C(=O)([O-])[O-].[Ag+2]. The product is [Br:1][C:2]1[C:7]([CH2:8][C:9]2([CH2:12][O:13][C:14]3[CH:15]=[CH:16][C:17]([O:20][CH3:21])=[CH:18][CH:19]=3)[CH2:11][CH2:10]2)=[C:6]([CH3:22])[N:5]=[C:4]([O:23][CH3:28])[C:3]=1[CH:24]([CH3:26])[CH3:25]. The yield is 0.860. (7) The reactants are [CH3:1][C:2]1([CH3:40])[CH2:7][CH2:6][C:5]([C:8]2[CH:13]=[C:12]([CH:14]3[CH2:19][C:18](=[O:20])[NH:17][C:16](=[O:21])[CH2:15]3)[CH:11]=[CH:10][C:9]=2[NH:22][C:23]([C:25]2[N:26](COCC[Si](C)(C)C)[CH:27]=[C:28]([C:30]#[N:31])[N:29]=2)=[O:24])=[CH:4][CH2:3]1.CO.C(O)(C(F)(F)F)=O. The catalyst is C(Cl)Cl. The product is [CH3:1][C:2]1([CH3:40])[CH2:7][CH2:6][C:5]([C:8]2[CH:13]=[C:12]([CH:14]3[CH2:15][C:16](=[O:21])[NH:17][C:18](=[O:20])[CH2:19]3)[CH:11]=[CH:10][C:9]=2[NH:22][C:23]([C:25]2[NH:26][CH:27]=[C:28]([C:30]#[N:31])[N:29]=2)=[O:24])=[CH:4][CH2:3]1. The yield is 0.640. (8) The reactants are Cl.[NH2:2][OH:3].C(=O)([O-])[O-].[K+].[K+].[CH3:10][O:11][C:12]1[CH:17]=[CH:16][CH:15]=[CH:14][C:13]=1[S:18](Cl)(=[O:20])=[O:19].S(Cl)(Cl)(=O)=O. The catalyst is O.CO.O1CCCC1. The product is [OH:3][NH:2][S:18]([C:13]1[CH:14]=[CH:15][CH:16]=[CH:17][C:12]=1[O:11][CH3:10])(=[O:20])=[O:19]. The yield is 0.210. (9) The reactants are [CH3:1][O:2][CH2:3][C:4]([C:7]1[CH:12]=[CH:11][C:10]([NH2:13])=[CH:9][CH:8]=1)([CH3:6])[CH3:5].[CH3:14][O:15][C:16]1[CH:17]=[C:18]([CH:22]=[CH:23][C:24]=1[O:25][CH3:26])[C:19](Cl)=[O:20].C(N(CC)CC)C. The catalyst is C(Cl)Cl. The product is [CH3:14][O:15][C:16]1[CH:17]=[C:18]([CH:22]=[CH:23][C:24]=1[O:25][CH3:26])[C:19]([NH:13][C:10]1[CH:9]=[CH:8][C:7]([C:4]([CH3:6])([CH3:5])[CH2:3][O:2][CH3:1])=[CH:12][CH:11]=1)=[O:20]. The yield is 0.0600. (10) The reactants are [C:1]([C:3]1[CH:11]=[CH:10][C:6]([C:7](O)=[O:8])=[CH:5][CH:4]=1)#[N:2].CN([C:15]([O:19][N:20]1N=NC2C=CC=N[C:21]1=2)=[N+](C)C)C.F[P-](F)(F)(F)(F)F.CN. The catalyst is C(Cl)Cl.O. The product is [C:1]([C:3]1[CH:11]=[CH:10][C:6]([C:7]([N:20]([O:19][CH3:15])[CH3:21])=[O:8])=[CH:5][CH:4]=1)#[N:2]. The yield is 0.960.